Task: Regression. Given a peptide amino acid sequence and an MHC pseudo amino acid sequence, predict their binding affinity value. This is MHC class I binding data.. Dataset: Peptide-MHC class I binding affinity with 185,985 pairs from IEDB/IMGT (1) The peptide sequence is IMSSFEFQV. The MHC is HLA-A02:01 with pseudo-sequence HLA-A02:01. The binding affinity (normalized) is 1.00. (2) The peptide sequence is ITQNNCYSF. The MHC is HLA-A23:01 with pseudo-sequence HLA-A23:01. The binding affinity (normalized) is 0.872. (3) The peptide sequence is GPDDQIGYY. The MHC is HLA-A29:02 with pseudo-sequence HLA-A29:02. The binding affinity (normalized) is 0.189. (4) The peptide sequence is LPIFFCLWVY. The MHC is HLA-A31:01 with pseudo-sequence HLA-A31:01. The binding affinity (normalized) is 0.538. (5) The peptide sequence is FYRKKFRPL. The MHC is HLA-B08:01 with pseudo-sequence HLA-B08:01. The binding affinity (normalized) is 1.00. (6) The peptide sequence is GVYSVFYLY. The MHC is HLA-A11:01 with pseudo-sequence HLA-A11:01. The binding affinity (normalized) is 1.00.